From a dataset of Forward reaction prediction with 1.9M reactions from USPTO patents (1976-2016). Predict the product of the given reaction. (1) Given the reactants C([Li])CCC.C(NC(C)C)(C)C.[CH3:13][C:14]1[CH:19]=[C:18]([CH2:20][C:21]([CH3:24])([CH3:23])[CH3:22])[N:17]=[CH:16][N:15]=1.[Br:25][C:26]1[CH:27]=[C:28]2[C:33](=[CH:34][CH:35]=1)[N:32]=[C:31]([NH:36][C:37]([CH3:40])([CH3:39])[CH3:38])[C:30]([CH:41]=[O:42])=[CH:29]2, predict the reaction product. The product is: [Br:25][C:26]1[CH:27]=[C:28]2[C:33](=[CH:34][CH:35]=1)[N:32]=[C:31]([NH:36][C:37]([CH3:38])([CH3:40])[CH3:39])[C:30]([CH:41]([OH:42])[CH2:13][C:14]1[CH:19]=[C:18]([CH2:20][C:21]([CH3:24])([CH3:23])[CH3:22])[N:17]=[CH:16][N:15]=1)=[CH:29]2. (2) Given the reactants [C:1]([O:5][C:6](=[O:15])[CH2:7][C:8]1[C:9]([CH3:14])=[N:10][NH:11][C:12]=1[CH3:13])([CH3:4])([CH3:3])[CH3:2].CC(=O)CC(=O)C.[Cl:23][C:24]1[CH:31]=[C:30]([N+:32]([O-:34])=[O:33])[CH:29]=[CH:28][C:25]=1[CH2:26]Br.C([O-])([O-])=O.[K+].[K+], predict the reaction product. The product is: [C:1]([O:5][C:6](=[O:15])[CH2:7][C:8]1[C:12]([CH3:13])=[N:11][N:10]([CH2:26][C:25]2[CH:28]=[CH:29][C:30]([N+:32]([O-:34])=[O:33])=[CH:31][C:24]=2[Cl:23])[C:9]=1[CH3:14])([CH3:4])([CH3:3])[CH3:2]. (3) Given the reactants [NH2:1][C:2]1[CH:10]=[C:9]([F:11])[CH:8]=[C:7]([F:12])[C:3]=1[C:4](O)=[O:5].CC[N:15]=C=NCCCN(C)C.Cl.Cl.C1C=CC2N(O)N=NC=2C=1.N, predict the reaction product. The product is: [NH2:1][C:2]1[CH:10]=[C:9]([F:11])[CH:8]=[C:7]([F:12])[C:3]=1[C:4]([NH2:15])=[O:5]. (4) Given the reactants [C:23]([C:20]1[CH:21]=[CH:22][C:17](C(NCCCCCNC(=O)[C:17]2[CH:22]=[CH:21][C:20]([C:23]#[N:24])=[CH:19][CH:18]=2)=O)=[CH:18][CH:19]=1)#[N:24].[ClH:28].[C:29](=[O:32])([O-])[O-:30].[NH4+:33].[NH4+].[CH4:35].[CH2:36]([OH:38])[CH3:37], predict the reaction product. The product is: [ClH:28].[C:23]([C:20]1[CH:19]=[CH:18][C:17]([O:38][CH2:36][CH2:37][CH2:35][CH2:18][CH2:19][CH2:20][CH2:21][CH2:22][C:29]([OH:30])=[O:32])=[CH:22][CH:21]=1)(=[NH:24])[NH2:33].